From a dataset of Peptide-MHC class II binding affinity with 134,281 pairs from IEDB. Regression. Given a peptide amino acid sequence and an MHC pseudo amino acid sequence, predict their binding affinity value. This is MHC class II binding data. (1) The peptide sequence is LFKVRNGGEIGAVAL. The MHC is HLA-DQA10201-DQB10402 with pseudo-sequence HLA-DQA10201-DQB10402. The binding affinity (normalized) is 0.456. (2) The peptide sequence is QAAVVRFQEAANKQK. The MHC is HLA-DQA10401-DQB10402 with pseudo-sequence HLA-DQA10401-DQB10402. The binding affinity (normalized) is 0.517. (3) The peptide sequence is AAGGWDSLAAELATT. The MHC is HLA-DQA10101-DQB10501 with pseudo-sequence HLA-DQA10101-DQB10501. The binding affinity (normalized) is 0.318. (4) The peptide sequence is VMELYADVVPKTAEN. The MHC is DRB1_1302 with pseudo-sequence DRB1_1302. The binding affinity (normalized) is 0.777. (5) The peptide sequence is EVFFQRLGIASGRARY. The MHC is H-2-IEd with pseudo-sequence H-2-IEd. The binding affinity (normalized) is 0.468.